Dataset: Buchwald-Hartwig C-N cross coupling reaction yields with 55,370 reactions. Task: Predict the reaction yield, written as a fraction of the theoretical maximum amount of product (1.0 means a 100% yield; for example, 0.34 means a 34% yield). (1) The reactants are COc1ccc(Br)cc1.Cc1ccc(N)cc1.O=S(=O)(O[Pd]1c2ccccc2-c2ccccc2N~1)C(F)(F)F.COc1ccc(OC)c(P(C(C)(C)C)C(C)(C)C)c1-c1c(C(C)C)cc(C(C)C)cc1C(C)C.CCN=P(N=P(N(C)C)(N(C)C)N(C)C)(N(C)C)N(C)C.CCOC(=O)c1cnoc1. No catalyst specified. The product is COc1ccc(Nc2ccc(C)cc2)cc1. The yield is 0.0326. (2) The reactants are Ic1ccccn1.Cc1ccc(N)cc1.O=S(=O)(O[Pd]1c2ccccc2-c2ccccc2N~1)C(F)(F)F.COc1ccc(OC)c(P([C@]23C[C@H]4C[C@H](C[C@H](C4)C2)C3)[C@]23C[C@H]4C[C@H](C[C@H](C4)C2)C3)c1-c1c(C(C)C)cc(C(C)C)cc1C(C)C.CCN=P(N=P(N(C)C)(N(C)C)N(C)C)(N(C)C)N(C)C.Cc1cc(-n2cccc2)no1. No catalyst specified. The product is Cc1ccc(Nc2ccccn2)cc1. The yield is 0.834.